This data is from Peptide-MHC class II binding affinity with 134,281 pairs from IEDB. The task is: Regression. Given a peptide amino acid sequence and an MHC pseudo amino acid sequence, predict their binding affinity value. This is MHC class II binding data. (1) The peptide sequence is INEPTAAAIAYGIDR. The MHC is HLA-DQA10501-DQB10301 with pseudo-sequence HLA-DQA10501-DQB10301. The binding affinity (normalized) is 0.664. (2) The peptide sequence is ASRENSGGGVEGIGL. The MHC is HLA-DQA10303-DQB10402 with pseudo-sequence HLA-DQA10303-DQB10402. The binding affinity (normalized) is 0. (3) The peptide sequence is QRNPYENVLYKLCLS. The MHC is DRB1_0101 with pseudo-sequence DRB1_0101. The binding affinity (normalized) is 0.578. (4) The peptide sequence is TKDTNDNNLYKLHGG. The MHC is DRB5_0101 with pseudo-sequence DRB5_0101. The binding affinity (normalized) is 0.0808.